Dataset: Forward reaction prediction with 1.9M reactions from USPTO patents (1976-2016). Task: Predict the product of the given reaction. (1) Given the reactants C(OC([N:8]1[CH2:12][CH2:11][CH2:10][C@H:9]1[CH2:13][O:14][C:15]1[CH:20]=[C:19]([N+:21]([O-:23])=[O:22])[CH:18]=[CH:17][C:16]=1[C:24]([F:30])([F:29])[C:25]([F:28])([F:27])[F:26])=O)(C)(C)C.C([O-])(O)=O.[Na+].[OH-].[Na+], predict the reaction product. The product is: [N+:21]([C:19]1[CH:18]=[CH:17][C:16]([C:24]([F:30])([F:29])[C:25]([F:26])([F:27])[F:28])=[C:15]([CH:20]=1)[O:14][CH2:13][C@@H:9]1[CH2:10][CH2:11][CH2:12][NH:8]1)([O-:23])=[O:22]. (2) Given the reactants [C:1]([O:5][C:6](=[O:14])[NH:7][CH:8]1[CH2:13][CH2:12][NH:11][CH2:10][CH2:9]1)([CH3:4])([CH3:3])[CH3:2].F[C:16]1[CH:21]=[CH:20][C:19]([C:22](=[O:24])[CH3:23])=[CH:18][CH:17]=1.C(=O)([O-])[O-].[K+].[K+].O, predict the reaction product. The product is: [C:1]([O:5][C:6](=[O:14])[NH:7][CH:8]1[CH2:13][CH2:12][N:11]([C:16]2[CH:21]=[CH:20][C:19]([C:22](=[O:24])[CH3:23])=[CH:18][CH:17]=2)[CH2:10][CH2:9]1)([CH3:4])([CH3:2])[CH3:3]. (3) Given the reactants Br[C:2]1[N:6]2[CH:7]=[C:8]([C:15]3[CH:19]=[CH:18][O:17][CH:16]=3)[CH:9]=[C:10]([C:11]([F:14])([F:13])[F:12])[C:5]2=[N:4][C:3]=1[C:20]([N:22]1[CH2:27][CH2:26][CH:25]([N:28]2[C:32](=[O:33])[CH2:31][O:30][C:29]2=[O:34])[CH2:24][CH2:23]1)=[O:21].[Cu][C:36]#[N:37], predict the reaction product. The product is: [O:34]=[C:29]1[N:28]([CH:25]2[CH2:26][CH2:27][N:22]([C:20]([C:3]3[N:4]=[C:5]4[C:10]([C:11]([F:14])([F:13])[F:12])=[CH:9][C:8]([C:15]5[CH:19]=[CH:18][O:17][CH:16]=5)=[CH:7][N:6]4[C:2]=3[C:36]#[N:37])=[O:21])[CH2:23][CH2:24]2)[C:32](=[O:33])[CH2:31][O:30]1. (4) Given the reactants Cl[CH:2]([CH3:5])[C:3]#[N:4].N(C(C)(C)C#N)=NC(C)(C)C#N.[CH2:18]=[CH:19][C:20](=[CH2:22])[CH3:21].C(#N)C=C, predict the reaction product. The product is: [CH2:18]=[CH:19][C:20](=[CH2:21])[CH3:22].[C:3](#[N:4])[CH:2]=[CH2:5]. (5) Given the reactants C([O:8][C:9](=[O:43])[CH2:10][N:11]1[C:16](=[O:17])[C:15]([C:18]2[N:22]([C:23]3[CH:28]=[CH:27][C:26]([C:29]#[N:30])=[CH:25][CH:24]=3)[N:21]=[CH:20][CH:19]=2)=[C:14]([CH3:31])[N:13]([C:32]2[CH:37]=[CH:36][CH:35]=[C:34]([C:38]([F:41])([F:40])[F:39])[CH:33]=2)[C:12]1=[O:42])C1C=CC=CC=1.CO, predict the reaction product. The product is: [C:29]([C:26]1[CH:27]=[CH:28][C:23]([N:22]2[C:18]([C:15]3[C:16](=[O:17])[N:11]([CH2:10][C:9]([OH:43])=[O:8])[C:12](=[O:42])[N:13]([C:32]4[CH:37]=[CH:36][CH:35]=[C:34]([C:38]([F:40])([F:41])[F:39])[CH:33]=4)[C:14]=3[CH3:31])=[CH:19][CH:20]=[N:21]2)=[CH:24][CH:25]=1)#[N:30]. (6) Given the reactants [N:1]1[N:9]2[C:4]([CH2:5][O:6][CH2:7][CH2:8]2)=[CH:3][C:2]=1[NH2:10].Br[C:12]1[C:13](=[O:20])[N:14]([CH3:19])[N:15]=[C:16]([Cl:18])[CH:17]=1.C([O-])([O-])=O.[Cs+].[Cs+], predict the reaction product. The product is: [Cl:18][C:16]1[CH:17]=[C:12]([NH:10][C:2]2[CH:3]=[C:4]3[CH2:5][O:6][CH2:7][CH2:8][N:9]3[N:1]=2)[C:13](=[O:20])[N:14]([CH3:19])[N:15]=1. (7) Given the reactants [CH3:1][O:2][C:3]1([O:13][CH3:14])[CH2:7][CH2:6][CH:5]([CH2:8][C:9](OC)=[O:10])[CH2:4]1.[Li+].[BH4-].CO, predict the reaction product. The product is: [CH3:14][O:13][C:3]1([O:2][CH3:1])[CH2:7][CH2:6][CH:5]([CH2:8][CH2:9][OH:10])[CH2:4]1.